From a dataset of Reaction yield outcomes from USPTO patents with 853,638 reactions. Predict the reaction yield, written as a fraction of the theoretical maximum amount of product (1.0 means a 100% yield; for example, 0.34 means a 34% yield). The reactants are Cl.[NH2:2][CH2:3][C:4]1[CH:12]=[CH:11][CH:10]=[C:9]2[C:5]=1[C:6](=[O:22])[N:7]([CH:14]1[CH2:19][CH2:18][C:17](=[O:20])[NH:16][C:15]1=[O:21])[C:8]2=[O:13].N12CCCN=C1CCCCC2.ON1C2C=CC=CC=2N=N1.[F:44][C:45]([F:57])([F:56])[C:46]1[CH:51]=[CH:50][C:49]([CH2:52][C:53](O)=[O:54])=[CH:48][CH:47]=1.Cl.CN(C)CCCN=C=NCC. The catalyst is C(#N)C. The product is [O:21]=[C:15]1[CH:14]([N:7]2[C:6](=[O:22])[C:5]3[C:9](=[CH:10][CH:11]=[CH:12][C:4]=3[CH2:3][NH:2][C:53](=[O:54])[CH2:52][C:49]3[CH:48]=[CH:47][C:46]([C:45]([F:56])([F:44])[F:57])=[CH:51][CH:50]=3)[C:8]2=[O:13])[CH2:19][CH2:18][C:17](=[O:20])[NH:16]1. The yield is 0.710.